From a dataset of Full USPTO retrosynthesis dataset with 1.9M reactions from patents (1976-2016). Predict the reactants needed to synthesize the given product. (1) Given the product [F:1][C:2]([F:11])([F:10])[C:3]([OH:4])([C:6]([F:9])([F:8])[F:7])[CH2:5][S:12]([O-:15])(=[O:14])=[O:13].[Na+:16], predict the reactants needed to synthesize it. The reactants are: [F:1][C:2]([F:11])([F:10])[C:3]1([C:6]([F:9])([F:8])[F:7])[CH2:5][O:4]1.[S:12]([O-:15])([OH:14])=[O:13].[Na+:16]. (2) Given the product [CH2:30]([O:32][C:33](=[O:36])[CH2:34][O:21][C:18]1[CH:19]=[C:20]2[C:15]([CH2:14][CH2:13][N:12]3[C:8]([C:6](=[O:7])[N:5]([C:1]([CH3:3])([CH3:4])[CH3:2])[CH3:29])=[CH:9][C:10]([C:24]4[S:25][CH:26]=[CH:27][CH:28]=4)=[C:11]32)=[CH:16][C:17]=1[O:22][CH3:23])[CH3:31], predict the reactants needed to synthesize it. The reactants are: [C:1]([N:5]([CH3:29])[C:6]([C:8]1[N:12]2[CH2:13][CH2:14][C:15]3[C:20]([C:11]2=[C:10]([C:24]2[S:25][CH:26]=[CH:27][CH:28]=2)[CH:9]=1)=[CH:19][C:18]([OH:21])=[C:17]([O:22][CH3:23])[CH:16]=3)=[O:7])([CH3:4])([CH3:3])[CH3:2].[CH2:30]([O:32][C:33](=[O:36])[CH2:34]Br)[CH3:31].C([O-])([O-])=O.[Cs+].[Cs+].O. (3) Given the product [OH:16][C:6]1[C:5]([OH:4])=[CH:10][C:9]([C:11]#[N:12])=[C:8](/[CH:20]=[CH:21]\[CH3:22])[C:7]=1[C:14]#[N:15], predict the reactants needed to synthesize it. The reactants are: C([O:4][C:5]1[CH:10]=[C:9]([C:11]#[N:12])[C:8](Br)=[C:7]([C:14]#[N:15])[C:6]=1[O:16]C(=O)C)(=O)C.[CH:20](/B(O)O)=[CH:21]/[CH3:22]. (4) Given the product [C:1]([C:5]1[CH:6]=[CH:7][C:8]([NH:11][C:12]([C:14]2[C:15]([NH:20][C:21]3[C:29]([Br:37])=[C:28]4[C:24]([CH:25]=[N:26][NH:27]4)=[CH:23][CH:22]=3)=[N:16][CH:17]=[CH:18][CH:19]=2)=[O:13])=[CH:9][CH:10]=1)([CH3:4])([CH3:2])[CH3:3], predict the reactants needed to synthesize it. The reactants are: [C:1]([C:5]1[CH:10]=[CH:9][C:8]([NH:11][C:12]([C:14]2[C:15]([NH:20][C:21]3[CH:29]=[C:28]4[C:24]([CH:25]=[N:26][NH:27]4)=[CH:23][CH:22]=3)=[N:16][CH:17]=[CH:18][CH:19]=2)=[O:13])=[CH:7][CH:6]=1)([CH3:4])([CH3:3])[CH3:2].C1C(=O)N([Br:37])C(=O)C1. (5) Given the product [CH3:39][N:40]([CH3:41])[C:28]([C:25]1([C:21]2[CH:20]=[C:19]([C:16]3[CH:17]=[CH:18][C:13]([C@@H:11]([N:7]4[CH2:6][CH2:5][C@:4]([CH2:3][C:2]([OH:1])([CH3:38])[CH3:37])([C:31]5[CH:32]=[CH:33][CH:34]=[CH:35][CH:36]=5)[O:9][C:8]4=[O:10])[CH3:12])=[CH:14][CH:15]=3)[CH:24]=[CH:23][N:22]=2)[CH2:26][CH2:27]1)=[O:30], predict the reactants needed to synthesize it. The reactants are: [OH:1][C:2]([CH3:38])([CH3:37])[CH2:3][C@@:4]1([C:31]2[CH:36]=[CH:35][CH:34]=[CH:33][CH:32]=2)[O:9][C:8](=[O:10])[N:7]([C@H:11]([C:13]2[CH:18]=[CH:17][C:16]([C:19]3[CH:24]=[CH:23][N:22]=[C:21]([C:25]4([C:28]([OH:30])=O)[CH2:27][CH2:26]4)[CH:20]=3)=[CH:15][CH:14]=2)[CH3:12])[CH2:6][CH2:5]1.[CH3:39][NH:40][CH3:41]. (6) Given the product [CH2:1]([C:5]1[C:9]([CH2:10][CH2:11][CH2:12][O:13][C:28]2[C:29]([CH2:31][C:32]([OH:34])=[O:33])=[CH:30][N:26]([CH2:24][CH3:25])[N:27]=2)=[CH:8][N:7]([C:14]2[CH:19]=[CH:18][C:17]([C:20]([F:21])([F:22])[F:23])=[CH:16][N:15]=2)[N:6]=1)[CH2:2][CH2:3][CH3:4], predict the reactants needed to synthesize it. The reactants are: [CH2:1]([C:5]1[C:9]([CH2:10][CH2:11][CH2:12][OH:13])=[CH:8][N:7]([C:14]2[CH:19]=[CH:18][C:17]([C:20]([F:23])([F:22])[F:21])=[CH:16][N:15]=2)[N:6]=1)[CH2:2][CH2:3][CH3:4].[CH2:24]([N:26]1[CH:30]=[C:29]([CH2:31][C:32]([O:34]C)=[O:33])[C:28](O)=[N:27]1)[CH3:25].C(P(CCCC)CCCC)CCC.N(C(N1CCCCC1)=O)=NC(N1CCCCC1)=O. (7) Given the product [N:15]1([C:2]2[CH:14]=[CH:13][C:5]([C:6]([O:8][C:9]([CH3:12])([CH3:11])[CH3:10])=[O:7])=[CH:4][CH:3]=2)[CH2:20][CH2:19][NH:18][CH2:17][CH2:16]1, predict the reactants needed to synthesize it. The reactants are: Br[C:2]1[CH:14]=[CH:13][C:5]([C:6]([O:8][C:9]([CH3:12])([CH3:11])[CH3:10])=[O:7])=[CH:4][CH:3]=1.[NH:15]1[CH2:20][CH2:19][NH:18][CH2:17][CH2:16]1.CC(C)([O-])C.[Na+].C(OCC)(=O)C. (8) Given the product [F:1][C:2]1[CH:11]=[C:10]2[C:5]([C:6](=[O:19])[CH:7]=[C:8]([C:12]3[CH:17]=[CH:16][C:15]([O:18][CH2:25][CH2:24][CH2:23][C:22]#[CH:21])=[CH:14][CH:13]=3)[O:9]2)=[CH:4][CH:3]=1, predict the reactants needed to synthesize it. The reactants are: [F:1][C:2]1[CH:11]=[C:10]2[C:5]([C:6](=[O:19])[CH:7]=[C:8]([C:12]3[CH:17]=[CH:16][C:15]([OH:18])=[CH:14][CH:13]=3)[O:9]2)=[CH:4][CH:3]=1.Cl[CH2:21][CH2:22][CH2:23][C:24]#[CH:25]. (9) The reactants are: [N+:1]([C:4]1[CH:5]=[C:6]([CH:10]=[CH:11][CH:12]=1)[C:7](Cl)=[O:8])([O-:3])=[O:2].[C:13](#[N:17])[CH2:14][C:15]#[N:16].[CH3:18]CN(C(C)C)C(C)C.COS(OC)(=O)=O. Given the product [CH3:18][O:8][C:7]([C:6]1[CH:10]=[CH:11][CH:12]=[C:4]([N+:1]([O-:3])=[O:2])[CH:5]=1)=[C:14]([C:13]#[N:17])[C:15]#[N:16], predict the reactants needed to synthesize it. (10) Given the product [CH3:75][O:74][C:29]1[CH:30]=[CH:31][C:32]([NH:67][C:36]2[N:41]=[C:40]([CH2:42][N:43]3[CH2:47][CH2:46][CH2:45][C:44]3=[O:48])[C:39]([O:49][C:50]3[CH:51]=[N:52][C:53]([S:56]([CH3:59])(=[O:58])=[O:57])=[CH:54][CH:55]=3)=[CH:38][CH:37]=2)=[CH:33][CH:34]=1, predict the reactants needed to synthesize it. The reactants are: [O-]P([O-])([O-])=O.[K+].[K+].[K+].CC1C(C2C(P([CH:29]3[CH2:34][CH2:33][CH2:32][CH2:31][CH2:30]3)[CH:29]3[CH2:34][CH2:33][CH2:32][CH2:31][CH2:30]3)=CC=CC=2)=CC=CC=1.Cl[C:36]1[N:41]=[C:40]([CH2:42][N:43]2[CH2:47][CH2:46][CH2:45][C:44]2=[O:48])[C:39]([O:49][C:50]2[CH:51]=[N:52][C:53]([S:56]([CH3:59])(=[O:58])=[O:57])=[CH:54][CH:55]=2)=[CH:38][CH:37]=1.COC1C=CC(C[NH2:67])=CC=1.C(C[O:74][CH3:75])OC.